From a dataset of TCR-epitope binding with 47,182 pairs between 192 epitopes and 23,139 TCRs. Binary Classification. Given a T-cell receptor sequence (or CDR3 region) and an epitope sequence, predict whether binding occurs between them. (1) The epitope is IVDTVSALV. The TCR CDR3 sequence is CASSYLDGAHYEQYF. Result: 1 (the TCR binds to the epitope). (2) The epitope is RLFRKSNLK. The TCR CDR3 sequence is CARSPAITLHF. Result: 0 (the TCR does not bind to the epitope). (3) The epitope is YSEHPTFTSQY. The TCR CDR3 sequence is CASSPDRGLNNEQFF. Result: 1 (the TCR binds to the epitope). (4) The epitope is TTLPVNVAF. The TCR CDR3 sequence is CASSLAPSSYNEQFF. Result: 0 (the TCR does not bind to the epitope). (5) The epitope is KLGGALQAK. The TCR CDR3 sequence is CATSDRTSGYNEQFF. Result: 1 (the TCR binds to the epitope).